Dataset: Forward reaction prediction with 1.9M reactions from USPTO patents (1976-2016). Task: Predict the product of the given reaction. (1) The product is: [OH:19][C:18]1[C:13]2[C:12]3[CH:22]=[C:23]([C:26]4[CH:31]=[CH:30][C:29]([CH2:32][N:33]5[CH2:38][CH2:37][CH2:36][CH2:35][CH2:34]5)=[CH:28][CH:27]=4)[CH:24]=[N:25][C:11]=3[NH:10][C:14]=2[CH:15]=[N:16][C:17]=1[C:20]#[N:21]. Given the reactants C1(S([N:10]2[C:14]3[CH:15]=[N:16][C:17]([C:20]#[N:21])=[C:18]([OH:19])[C:13]=3[C:12]3[CH:22]=[C:23]([C:26]4[CH:31]=[CH:30][C:29]([CH2:32][N:33]5[CH2:38][CH2:37][CH2:36][CH2:35][CH2:34]5)=[CH:28][CH:27]=4)[CH:24]=[N:25][C:11]2=3)(=O)=O)C=CC=CC=1.P([O-])([O-])([O-])=O.[K+].[K+].[K+], predict the reaction product. (2) The product is: [Br:1][C:2]1[CH:3]=[N:4][C:5]2[N:6]([N:8]=[C:9]([C:11]([N:28]3[CH2:27][CH2:26][N:25]4[C:21]([C:20]5[C:15]([F:14])=[N:16][CH:17]=[CH:18][CH:19]=5)=[CH:22][N:23]=[C:24]4[CH:29]3[CH3:30])=[O:13])[CH:10]=2)[CH:7]=1. Given the reactants [Br:1][C:2]1[CH:3]=[N:4][C:5]2[N:6]([N:8]=[C:9]([C:11]([OH:13])=O)[CH:10]=2)[CH:7]=1.[F:14][C:15]1[C:20]([C:21]2[N:25]3[CH2:26][CH2:27][NH:28][CH:29]([CH3:30])[C:24]3=[N:23][CH:22]=2)=[CH:19][CH:18]=[CH:17][N:16]=1, predict the reaction product. (3) Given the reactants C(OC(N1CCC([NH:13][C:14]([C:16]2[S:17][CH:18]=[CH:19][C:20]=2[NH:21][C:22]2[CH:27]=[CH:26][N:25]=[C:24]3[NH:28][CH:29]=[CH:30][C:23]=23)=[O:15])C1)=O)(C)(C)C.N[C@@H:32]([CH2:41][OH:42])[C@H:33]([C:35]1[CH:40]=[CH:39][CH:38]=[CH:37][CH:36]=1)[OH:34], predict the reaction product. The product is: [OH:34][C@@H:33]([C:35]1[CH:40]=[CH:39][CH:38]=[CH:37][CH:36]=1)[C@@H:32]([NH:13][C:14]([C:16]1[S:17][CH:18]=[CH:19][C:20]=1[NH:21][C:22]1[CH:27]=[CH:26][N:25]=[C:24]2[NH:28][CH:29]=[CH:30][C:23]=12)=[O:15])[CH2:41][OH:42].